The task is: Predict the reaction yield, written as a fraction of the theoretical maximum amount of product (1.0 means a 100% yield; for example, 0.34 means a 34% yield).. This data is from Reaction yield outcomes from USPTO patents with 853,638 reactions. (1) The reactants are [O-]P([O-])([O-])=O.[K+].[K+].[K+].[NH:9]1[CH2:13][CH2:12][NH:11][C:10]1=[O:14].I[C:16]1[CH:17]=[C:18]([O:22][CH3:23])[CH:19]=[CH:20][CH:21]=1.CNCCNC. The catalyst is [Cu]I.CN(C=O)C. The product is [CH3:23][O:22][C:18]1[CH:17]=[C:16]([N:9]2[CH2:13][CH2:12][NH:11][C:10]2=[O:14])[CH:21]=[CH:20][CH:19]=1. The yield is 0.670. (2) The yield is 0.440. The catalyst is ClC1C=CC(Cl)=CC=1Cl. The product is [CH2:28]([C:27]1[N:2]2[N:1]=[CH:5][N:4]=[C:3]2[NH:6][C:23](=[O:24])[C:22]=1[CH2:21][C:18]1[CH:17]=[CH:16][C:15]([C:10]2[C:9]([C:7]#[N:8])=[CH:14][CH:13]=[CH:12][CH:11]=2)=[CH:20][CH:19]=1)[CH2:29][CH2:30][CH3:31]. The reactants are [NH:1]1[CH:5]=[N:4][C:3]([NH2:6])=[N:2]1.[C:7]([C:9]1[CH:14]=[CH:13][CH:12]=[CH:11][C:10]=1[C:15]1[CH:20]=[CH:19][C:18]([CH2:21][CH:22]([C:27](=O)[CH2:28][CH2:29][CH2:30][CH3:31])[C:23](OC)=[O:24])=[CH:17][CH:16]=1)#[N:8]. (3) The yield is 0.990. The product is [CH3:1][C:2]1([CH3:12])[O:6][C@@H:5]([CH2:7][C:8]([O:10][Si:33]([C:29]([CH3:32])([CH3:31])[CH3:30])([C:40]2[CH:41]=[CH:42][CH:43]=[CH:44][CH:45]=2)[C:34]2[CH:39]=[CH:38][CH:37]=[CH:36][CH:35]=2)=[O:9])[C:4](=[O:11])[O:3]1. The catalyst is ClCCl.C1(C)C=CC=CC=1. The reactants are [CH3:1][C:2]1([CH3:12])[O:6][C@@H:5]([CH2:7][C:8]([OH:10])=[O:9])[C:4](=[O:11])[O:3]1.C(O)(=O)[C@H](CC(O)=O)O.C(N(CC)CC)C.[C:29]([Si:33](Cl)([C:40]1[CH:45]=[CH:44][CH:43]=[CH:42][CH:41]=1)[C:34]1[CH:39]=[CH:38][CH:37]=[CH:36][CH:35]=1)([CH3:32])([CH3:31])[CH3:30]. (4) The reactants are [Cl:1][C:2]1[CH:3]=[C:4](/[CH:9]=[CH:10]/[CH2:11][N:12]2[C:20]3[C:15](=[CH:16][C:17](OC(F)(F)F)=[CH:18][CH:19]=3)[C:14](=[O:26])[C:13]2=[O:27])[CH:5]=[CH:6][C:7]=1[Cl:8].N1C2C(=CC=CC=2)C(=O)C1=O.ClC1C=CC(/C=C/CCl)=CC=1Cl. No catalyst specified. The product is [Cl:1][C:2]1[CH:3]=[C:4](/[CH:9]=[CH:10]/[CH2:11][N:12]2[C:20]3[C:15](=[CH:16][CH:17]=[CH:18][CH:19]=3)[C:14](=[O:26])[C:13]2=[O:27])[CH:5]=[CH:6][C:7]=1[Cl:8]. The yield is 0.760. (5) The reactants are [NH2:1][S:2]([NH:5][C:6]([C:8]1[CH:9]=[CH:10][C:11]2[C:12]([CH:32]3[CH2:37][CH2:36][CH2:35][CH2:34][CH2:33]3)=[C:13]3[C:19]4[CH:20]=[CH:21][C:22]([O:24][CH3:25])=[CH:23][C:18]=4[CH:17]=[C:16]([C:26]([O:28]C)=[O:27])[CH2:15][N:14]3[C:30]=2[CH:31]=1)=[O:7])(=[O:4])=[O:3].CO.[OH-].[Na+].Cl. The catalyst is CO.O. The product is [NH2:1][S:2]([NH:5][C:6]([C:8]1[CH:9]=[CH:10][C:11]2[C:12]([CH:32]3[CH2:37][CH2:36][CH2:35][CH2:34][CH2:33]3)=[C:13]3[C:19]4[CH:20]=[CH:21][C:22]([O:24][CH3:25])=[CH:23][C:18]=4[CH:17]=[C:16]([C:26]([OH:28])=[O:27])[CH2:15][N:14]3[C:30]=2[CH:31]=1)=[O:7])(=[O:3])=[O:4]. The yield is 0.920. (6) The reactants are Br.Br[CH2:3][C:4]1[N:5]=[C:6]2[C:11](=[N:12][CH:13]=1)[N:10]=[C:9]([NH2:14])[N:8]=[C:7]2[NH2:15].[NH2:16][CH2:17][C:18]1[CH:23]=[CH:22][CH:21]=[CH:20][N:19]=1.C(=O)(O)[O-]. The catalyst is CN(C)C(=O)C. The product is [N:19]1[CH:20]=[CH:21][CH:22]=[CH:23][C:18]=1[CH2:17][NH:16][CH2:3][C:4]1[N:5]=[C:6]2[C:11](=[N:12][CH:13]=1)[N:10]=[C:9]([NH2:14])[N:8]=[C:7]2[NH2:15]. The yield is 0.570.